Dataset: HIV replication inhibition screening data with 41,000+ compounds from the AIDS Antiviral Screen. Task: Binary Classification. Given a drug SMILES string, predict its activity (active/inactive) in a high-throughput screening assay against a specified biological target. (1) The drug is CCOC(=O)NC(OCCN(C)C)(C(F)(F)F)C(F)(F)F. The result is 0 (inactive). (2) The molecule is COc1ccc2nc(C)cc(NCCCCCCCCCNc3cc(C)nc4ccc(OC)cc34)c2c1. The result is 0 (inactive). (3) The drug is CC(CCC1=NCCN1)C1CCC2C3CCC4CC(O)CCC4(C)C3CC(O)C12C. The result is 0 (inactive). (4) The compound is NCCOCCOCC(=O)O. The result is 0 (inactive). (5) The drug is CN1C(=O)C[N+]([O-])=C(c2ccccc2)c2cc(Cl)ccc21. The result is 0 (inactive). (6) The drug is c1ccc(-c2nnc3sc4ccccc4n23)cc1. The result is 0 (inactive).